From a dataset of Catalyst prediction with 721,799 reactions and 888 catalyst types from USPTO. Predict which catalyst facilitates the given reaction. (1) Reactant: [N:1]1[CH:6]=[CH:5][CH:4]=[CH:3][C:2]=1[C:7]([C:9]1[N:18]=[CH:17][CH:16]=[CH:15][C:10]=1[C:11]([O:13]C)=O)=O.Cl.Cl.[CH2:21]([NH:28][NH2:29])[C:22]1[CH:27]=[CH:26][CH:25]=[CH:24][CH:23]=1.C(N(C(C)C)CC)(C)C.C(O)(=O)C. Product: [CH2:21]([N:28]1[C:11](=[O:13])[C:10]2[CH:15]=[CH:16][CH:17]=[N:18][C:9]=2[C:7]([C:2]2[CH:3]=[CH:4][CH:5]=[CH:6][N:1]=2)=[N:29]1)[C:22]1[CH:27]=[CH:26][CH:25]=[CH:24][CH:23]=1. The catalyst class is: 8. (2) Reactant: [Cl:1][C:2]1[CH:7]=[CH:6][N:5]=[C:4]([NH2:8])[C:3]=1I.[CH3:10][N:11]1C(=O)CCC1. Product: [NH2:8][C:4]1[N:5]=[CH:6][CH:7]=[C:2]([Cl:1])[C:3]=1[C:10]#[N:11]. The catalyst class is: 380. (3) Reactant: Br[C:2]1[N:10]2[C:5]([N:6]=[N:7][C:8]3[CH:14]=[CH:13][C:12](Cl)=[CH:11][C:9]=32)=[C:4]([CH3:16])[N:3]=1.C([O-])([O-])=O.[K+].[K+].[Cl:23][C:24]1[CH:29]=[CH:28][C:27]([Cl:30])=[CH:26][C:25]=1B(O)O. The catalyst class is: 70. Product: [Cl:23][C:24]1[CH:29]=[CH:28][C:27]([Cl:30])=[CH:26][C:25]=1[C:2]1[N:10]2[C:5]([N:6]=[N:7][C:8]3[CH:14]=[CH:13][C:12]([C:28]4[CH:29]=[C:24]([Cl:23])[CH:25]=[CH:26][C:27]=4[Cl:30])=[CH:11][C:9]=32)=[C:4]([CH3:16])[N:3]=1. (4) Reactant: [Cl:1][C:2]1[CH:7]=[CH:6][C:5]([C@H:8]([N:17]2[CH2:20][CH:19]([C@@H:21]([C:26]3[CH:31]=[C:30]([F:32])[CH:29]=[C:28]([F:33])[CH:27]=3)[C:22]([OH:25])([CH3:24])[CH3:23])[CH2:18]2)[C:9]2[CH:10]=[C:11]([CH:14]=[CH:15][CH:16]=2)[C:12]#[N:13])=[CH:4][CH:3]=1.[CH3:34][Si]([N-][Si](C)(C)C)(C)C.[Na+].IC. Product: [Cl:1][C:2]1[CH:3]=[CH:4][C:5]([C@H:8]([N:17]2[CH2:20][CH:19]([C@@H:21]([C:26]3[CH:31]=[C:30]([F:32])[CH:29]=[C:28]([F:33])[CH:27]=3)[C:22]([O:25][CH3:34])([CH3:24])[CH3:23])[CH2:18]2)[C:9]2[CH:10]=[C:11]([CH:14]=[CH:15][CH:16]=2)[C:12]#[N:13])=[CH:6][CH:7]=1. The catalyst class is: 1. (5) Reactant: [CH3:1][NH:2][NH2:3].[N:4]1([C:8]2[C:13]([C:14]([C:16]3[CH:17]=[N:18][N:19]([CH3:22])[C:20]=3[Br:21])=O)=[C:12](Cl)[N:11]=[CH:10][N:9]=2)[CH2:7][CH2:6][CH2:5]1. Product: [N:4]1([C:8]2[N:9]=[CH:10][N:11]=[C:12]3[N:2]([CH3:1])[N:3]=[C:14]([C:16]4[CH:17]=[N:18][N:19]([CH3:22])[C:20]=4[Br:21])[C:13]=23)[CH2:7][CH2:6][CH2:5]1. The catalyst class is: 17. (6) Product: [Br:14][C:12]1[CH:13]=[C:9]([C:16]#[C:15][Si:17]([CH3:20])([CH3:19])[CH3:18])[S:10][CH:11]=1. The catalyst class is: 1. Reactant: C(N(CC)CC)C.Br[C:9]1[S:10][CH:11]=[C:12]([Br:14])[CH:13]=1.[C:15]([Si:17]([CH3:20])([CH3:19])[CH3:18])#[CH:16]. (7) Reactant: [K].CC(C)([O-])C.O1CCOCCOCCOCCOCCOCC1.[F:25][C:26]([F:37])([F:36])[C:27]1[CH:32]=[CH:31][C:30]([C:33](=[O:35])[CH3:34])=[CH:29][CH:28]=1.C[O:39][C:40](=O)[CH:41]([O:43][CH3:44])[CH3:42].Cl. Product: [OH:35][C:33]([C:30]1[CH:29]=[CH:28][C:27]([C:26]([F:36])([F:37])[F:25])=[CH:32][CH:31]=1)=[CH:34][C:40](=[O:39])[CH:41]([O:43][CH3:44])[CH3:42]. The catalyst class is: 7.